This data is from Full USPTO retrosynthesis dataset with 1.9M reactions from patents (1976-2016). The task is: Predict the reactants needed to synthesize the given product. (1) Given the product [CH2:1]([C@@H:8]1[CH2:9][CH2:10][C@H:11]([C:14]([NH:19][C:20]2[CH:27]=[CH:26][C:23]([C:24]#[N:25])=[CH:22][CH:21]=2)=[O:16])[CH2:12][CH2:13]1)[C:2]1[CH:3]=[CH:4][CH:5]=[CH:6][CH:7]=1, predict the reactants needed to synthesize it. The reactants are: [CH2:1]([CH:8]1[CH2:13][CH2:12][CH:11]([C:14]([O:16]CC)=O)[CH2:10][CH2:9]1)[C:2]1[CH:7]=[CH:6][CH:5]=[CH:4][CH:3]=1.[NH2:19][C:20]1[CH:27]=[CH:26][C:23]([C:24]#[N:25])=[CH:22][CH:21]=1. (2) Given the product [Br:1][C:2]1[CH:3]=[C:4]2[C:9](=[CH:10][CH:11]=1)[CH:8]=[C:7]([O:12][CH2:40][CH2:39][CH2:38][N:32]1[CH2:37][CH2:36][CH2:35][CH2:34][CH2:33]1)[CH:6]=[CH:5]2, predict the reactants needed to synthesize it. The reactants are: [Br:1][C:2]1[CH:3]=[C:4]2[C:9](=[CH:10][CH:11]=1)[CH:8]=[C:7]([OH:12])[CH:6]=[CH:5]2.C1(P(C2C=CC=CC=2)C2C=CC=CC=2)C=CC=CC=1.[N:32]1([CH2:38][CH2:39][CH2:40]O)[CH2:37][CH2:36][CH2:35][CH2:34][CH2:33]1.N(C(OC(C)C)=O)=NC(OC(C)C)=O. (3) Given the product [Br:8][C:9]1[CH:10]=[C:11]([S:16]([NH2:19])(=[O:18])=[O:17])[CH:12]=[CH:13][C:14]=1[NH:7][CH2:1][CH:6]1[CH2:4][CH2:5]1, predict the reactants needed to synthesize it. The reactants are: [CH:1]1([NH2:7])[CH2:6][CH2:5][CH2:4]CC1.[Br:8][C:9]1[CH:10]=[C:11]([S:16]([NH2:19])(=[O:18])=[O:17])[CH:12]=[CH:13][C:14]=1F. (4) Given the product [CH3:17][O:18][C:6]1[CH:7]=[C:8]([C:10]([F:13])([F:12])[F:11])[CH:9]=[C:4]([N+:1]([O-:3])=[O:2])[CH:5]=1, predict the reactants needed to synthesize it. The reactants are: [N+:1]([C:4]1[CH:9]=[C:8]([C:10]([F:13])([F:12])[F:11])[CH:7]=[C:6]([N+]([O-])=O)[CH:5]=1)([O-:3])=[O:2].[CH3:17][O-:18].[Na+]. (5) Given the product [CH3:25][CH:13]1[C:12](=[O:11])[CH2:17][CH2:16][CH2:15][N:14]1[C:18]([O:20][C:21]([CH3:22])([CH3:24])[CH3:23])=[O:19], predict the reactants needed to synthesize it. The reactants are: C(Cl)(=O)C(Cl)=O.CS(C)=O.[OH:11][CH:12]1[CH2:17][CH2:16][CH2:15][N:14]([C:18]([O:20][C:21]([CH3:24])([CH3:23])[CH3:22])=[O:19])[CH:13]1[CH3:25].C(N(CC)C(C)C)(C)C. (6) Given the product [CH2:1]([N:3]([CH2:4][CH3:5])[C:6]1[CH:7]=[C:8]([OH:14])[C:9](=[CH:12][CH:13]=1)[CH:10]=[N:21][C:16]1[CH:17]=[CH:18][CH:19]=[CH:20][C:15]=1[NH2:22])[CH3:2], predict the reactants needed to synthesize it. The reactants are: [CH2:1]([N:3]([C:6]1[CH:7]=[C:8]([OH:14])[C:9](=[CH:12][CH:13]=1)[CH:10]=O)[CH2:4][CH3:5])[CH3:2].[C:15]1([NH2:22])[CH:20]=[CH:19][CH:18]=[CH:17][C:16]=1[NH2:21]. (7) Given the product [Cl:1][C:2]1[O:6][C:5]([C:7]([OH:9])=[O:8])=[CH:4][C:3]=1[C:11]1[N:15]([CH3:16])[N:14]=[CH:13][C:12]=1[Cl:17], predict the reactants needed to synthesize it. The reactants are: [Cl:1][C:2]1[O:6][C:5]([C:7]([O:9]C)=[O:8])=[CH:4][C:3]=1[C:11]1[N:15]([CH3:16])[N:14]=[CH:13][C:12]=1[Cl:17].[OH-].[Na+].